From a dataset of NCI-60 drug combinations with 297,098 pairs across 59 cell lines. Regression. Given two drug SMILES strings and cell line genomic features, predict the synergy score measuring deviation from expected non-interaction effect. Drug 1: CC1=C(C=C(C=C1)NC2=NC=CC(=N2)N(C)C3=CC4=NN(C(=C4C=C3)C)C)S(=O)(=O)N.Cl. Drug 2: C1=CC=C(C=C1)NC(=O)CCCCCCC(=O)NO. Cell line: HOP-92. Synergy scores: CSS=23.8, Synergy_ZIP=0.442, Synergy_Bliss=2.42, Synergy_Loewe=-1.34, Synergy_HSA=3.73.